Predict which catalyst facilitates the given reaction. From a dataset of Catalyst prediction with 721,799 reactions and 888 catalyst types from USPTO. (1) Reactant: [Cl:1][C:2]1[CH:7]=[CH:6][C:5]([S:8]([N:11]([C:15]2[C:16]([C:22](=[O:34])[C:23]3[CH:28]=[CH:27][CH:26]=[CH:25][C:24]=3[C:29]3[O:30][CH:31]=[CH:32][N:33]=3)=[N:17][CH:18]=[C:19]([Cl:21])[CH:20]=2)COC)(=[O:10])=[O:9])=[CH:4][C:3]=1[C:35]([F:38])([F:37])[F:36].O. Product: [Cl:1][C:2]1[CH:7]=[CH:6][C:5]([S:8]([NH:11][C:15]2[C:16]([C:22](=[O:34])[C:23]3[CH:28]=[CH:27][CH:26]=[CH:25][C:24]=3[C:29]3[O:30][CH:31]=[CH:32][N:33]=3)=[N:17][CH:18]=[C:19]([Cl:21])[CH:20]=2)(=[O:9])=[O:10])=[CH:4][C:3]=1[C:35]([F:37])([F:38])[F:36]. The catalyst class is: 89. (2) Reactant: C(OC(=O)[NH:7][CH:8]1[CH2:13][CH2:12][N:11]([C:14](=[O:28])[NH:15][CH:16]2[CH2:21][CH2:20][N:19]([C:22]3[CH:27]=[CH:26][CH:25]=[CH:24][N:23]=3)[CH2:18][CH2:17]2)[CH2:10][CH2:9]1)(C)(C)C.[ClH:30]. Product: [ClH:30].[ClH:30].[N:19]1([C:22]2[CH:27]=[CH:26][CH:25]=[CH:24][N:23]=2)[CH2:20][CH2:21][CH:16]([NH:15][C:14]([N:11]2[CH2:12][CH2:13][CH:8]([NH2:7])[CH2:9][CH2:10]2)=[O:28])[CH2:17][CH2:18]1. The catalyst class is: 5.